Dataset: Peptide-MHC class II binding affinity with 134,281 pairs from IEDB. Task: Regression. Given a peptide amino acid sequence and an MHC pseudo amino acid sequence, predict their binding affinity value. This is MHC class II binding data. (1) The peptide sequence is EKKYFAATQFEPLAM. The MHC is HLA-DQA10301-DQB10302 with pseudo-sequence HLA-DQA10301-DQB10302. The binding affinity (normalized) is 0.110. (2) The peptide sequence is STGEAHLAEENEGDN. The MHC is HLA-DQA10201-DQB10402 with pseudo-sequence HLA-DQA10201-DQB10402. The binding affinity (normalized) is 0.338.